From a dataset of Full USPTO retrosynthesis dataset with 1.9M reactions from patents (1976-2016). Predict the reactants needed to synthesize the given product. (1) The reactants are: [F:1][C:2]1[C:3]([OH:40])=[CH:4][C:5]([CH2:35][C:36]([F:39])([F:38])[F:37])=[C:6]([C:8]2[N:13]=[C:12]3[NH:14][N:15]=[C:16]([C:17](O)=[O:18])[C:11]3=[C:10]([NH:20][CH2:21][C:22]3[CH:27]=[C:26]([OH:28])[CH:25]=[CH:24][C:23]=3[N:29]([CH3:34])[S:30]([CH3:33])(=[O:32])=[O:31])[N:9]=2)[CH:7]=1.[NH2:41][C:42]1[CH:43]=[CH:44][C:45]([NH:48][CH2:49][CH2:50][OH:51])=[N:46][CH:47]=1.CN(C(ON1N=NC2C=CC=NC1=2)=[N+](C)C)C.F[P-](F)(F)(F)(F)F.CCN(C(C)C)C(C)C. Given the product [F:1][C:2]1[C:3]([OH:40])=[CH:4][C:5]([CH2:35][C:36]([F:38])([F:39])[F:37])=[C:6]([C:8]2[N:13]=[C:12]3[NH:14][N:15]=[C:16]([C:17]([NH:41][C:42]4[CH:47]=[N:46][C:45]([NH:48][CH2:49][CH2:50][OH:51])=[CH:44][CH:43]=4)=[O:18])[C:11]3=[C:10]([NH:20][CH2:21][C:22]3[CH:27]=[C:26]([OH:28])[CH:25]=[CH:24][C:23]=3[N:29]([CH3:34])[S:30]([CH3:33])(=[O:31])=[O:32])[N:9]=2)[CH:7]=1, predict the reactants needed to synthesize it. (2) Given the product [Br:1][C:2]1[CH:3]=[CH:4][C:5]([I:10])=[C:6]([CH:7]([O:24][CH2:22][CH3:23])[O:8][CH2:11][CH3:12])[CH:9]=1, predict the reactants needed to synthesize it. The reactants are: [Br:1][C:2]1[CH:3]=[CH:4][C:5]([I:10])=[C:6]([CH:9]=1)[CH:7]=[O:8].[CH3:11][C:12]1C=CC(S(O)(=O)=O)=CC=1.[CH2:22]([OH:24])[CH3:23].